This data is from Catalyst prediction with 721,799 reactions and 888 catalyst types from USPTO. The task is: Predict which catalyst facilitates the given reaction. (1) Reactant: [F:1][C:2]1[CH:32]=[CH:31][CH:30]=[CH:29][C:3]=1[CH2:4][N:5]1[C:9]2=[N:10][C:11]([CH3:14])=[N:12][CH:13]=[C:8]2[C:7]([C:15]2[N:16]=[N:17][C:18]([C:22]([CH3:28])([CH3:27])[C:23](OC)=[O:24])=[C:19](O)[N:20]=2)=[N:6]1.P(Cl)(Cl)(Cl)=O.[NH3:38]. The catalyst class is: 10. Product: [F:1][C:2]1[CH:32]=[CH:31][CH:30]=[CH:29][C:3]=1[CH2:4][N:5]1[C:9]2=[N:10][C:11]([CH3:14])=[N:12][CH:13]=[C:8]2[C:7]([C:15]2[N:16]=[N:17][C:18]3[C:22]([CH3:27])([CH3:28])[C:23](=[O:24])[NH:38][C:19]=3[N:20]=2)=[N:6]1. (2) Reactant: [C-:1]#[N:2].[K+].CS(O[CH2:9][CH2:10][C:11]([C:25]1[CH:34]=[CH:33][C:28]2[O:29][CH2:30][CH2:31][O:32][C:27]=2[CH:26]=1)([C:13]1[C:21]2[C:16](=[C:17]([CH2:22][S:23][CH3:24])[CH:18]=[CH:19][CH:20]=2)[NH:15][CH:14]=1)[CH3:12])(=O)=O.C(OCC)(=O)C. Product: [O:29]1[C:28]2[CH:33]=[CH:34][C:25]([C:11]([C:13]3[C:21]4[C:16](=[C:17]([CH2:22][S:23][CH3:24])[CH:18]=[CH:19][CH:20]=4)[NH:15][CH:14]=3)([CH3:12])[CH2:10][CH2:9][C:1]#[N:2])=[CH:26][C:27]=2[O:32][CH2:31][CH2:30]1. The catalyst class is: 16. (3) Reactant: C(OC([NH:8][C:9]([CH3:37])([CH2:30][C:31]1[CH:36]=[CH:35][CH:34]=[CH:33][CH:32]=1)[CH2:10][O:11][CH2:12][C:13]1[CH:14]=[C:15]([CH:19]=[C:20]([N:22]([S:26]([CH3:29])(=[O:28])=[O:27])[CH2:23][CH2:24][CH3:25])[CH:21]=1)[C:16](O)=[O:17])=O)(C)(C)C.B.C1COCC1. Product: [NH2:8][C:9]([CH3:37])([CH2:30][C:31]1[CH:32]=[CH:33][CH:34]=[CH:35][CH:36]=1)[CH2:10][O:11][CH2:12][C:13]1[CH:21]=[C:20]([N:22]([CH2:23][CH2:24][CH3:25])[S:26]([CH3:29])(=[O:28])=[O:27])[CH:19]=[C:15]([CH2:16][OH:17])[CH:14]=1. The catalyst class is: 1. (4) Reactant: [Si]([O:18][CH:19]1[CH2:22][N:21]([C:23]2[S:24][CH:25]=[C:26]([CH2:28][NH:29][C:30]([O:32][CH3:33])=[O:31])[N:27]=2)[CH2:20]1)(C(C)(C)C)(C1C=CC=CC=1)C1C=CC=CC=1.C(O)(=O)C.[F-].C([N+](CCCC)(CCCC)CCCC)CCC. Product: [OH:18][CH:19]1[CH2:20][N:21]([C:23]2[S:24][CH:25]=[C:26]([CH2:28][NH:29][C:30]([O:32][CH3:33])=[O:31])[N:27]=2)[CH2:22]1. The catalyst class is: 7. (5) Reactant: C([O:7][CH2:8][C@@H:9]([O:29][C:30]([CH3:33])([CH3:32])[CH3:31])[C:10]1[C:11]([C:22]2[CH:27]=[CH:26][C:25]([Cl:28])=[CH:24][CH:23]=2)=[C:12]2[C:17](=[CH:18][C:19]=1[CH3:20])[NH:16][C:15](=[O:21])[CH:14]=[CH:13]2)(=O)C(C)(C)C.[OH-].[Na+]. Product: [C:30]([O:29][C@@H:9]([C:10]1[C:11]([C:22]2[CH:23]=[CH:24][C:25]([Cl:28])=[CH:26][CH:27]=2)=[C:12]2[C:17](=[CH:18][C:19]=1[CH3:20])[NH:16][C:15](=[O:21])[CH:14]=[CH:13]2)[CH2:8][OH:7])([CH3:33])([CH3:31])[CH3:32]. The catalyst class is: 87. (6) Reactant: [CH3:1][C:2]1[N:3]([CH3:12])[C:4]2[C:10]([NH2:11])=[CH:9][CH:8]=[CH:7][C:5]=2[N:6]=1.[CH:13]([O:16][C:17]1[CH:22]=[CH:21][C:20]([S:23]([NH2:26])(=[O:25])=[O:24])=[CH:19][C:18]=1[N:27]=[C:28]=[S:29])([CH3:15])[CH3:14]. Product: [CH3:1][C:2]1[N:3]([CH3:12])[C:4]2[C:10]([NH:11][C:28](=[S:29])[NH:27][C:18]3[CH:19]=[C:20]([S:23]([NH2:26])(=[O:25])=[O:24])[CH:21]=[CH:22][C:17]=3[O:16][CH:13]([CH3:15])[CH3:14])=[CH:9][CH:8]=[CH:7][C:5]=2[N:6]=1. The catalyst class is: 3.